This data is from Reaction yield outcomes from USPTO patents with 853,638 reactions. The task is: Predict the reaction yield, written as a fraction of the theoretical maximum amount of product (1.0 means a 100% yield; for example, 0.34 means a 34% yield). The yield is 0.430. The catalyst is C(Cl)Cl. The reactants are [Cl:1][C:2]1[N:3]=[C:4]2[CH:12]=[C:11]([Cl:13])[CH:10]=[N:9][C:5]2=[N:6][C:7]=1Cl.[CH3:14][N:15]1[CH2:20][CH2:19][NH:18][CH2:17][CH2:16]1.[NH4+].[Cl-]. The product is [Cl:1][C:2]1[N:3]=[C:4]2[CH:12]=[C:11]([Cl:13])[CH:10]=[N:9][C:5]2=[N:6][C:7]=1[N:18]1[CH2:19][CH2:20][N:15]([CH3:14])[CH2:16][CH2:17]1.